The task is: Predict the product of the given reaction.. This data is from Forward reaction prediction with 1.9M reactions from USPTO patents (1976-2016). (1) Given the reactants [N:1]([CH2:4][C@H:5]1[CH2:10][CH2:9][CH2:8][N:7]([C:11]([O:13][C:14]([CH3:17])([CH3:16])[CH3:15])=[O:12])[CH2:6]1)=[N+]=[N-], predict the reaction product. The product is: [NH2:1][CH2:4][C@H:5]1[CH2:10][CH2:9][CH2:8][N:7]([C:11]([O:13][C:14]([CH3:17])([CH3:16])[CH3:15])=[O:12])[CH2:6]1. (2) Given the reactants Br[C:2]1[C:7](=[O:8])[N:6]([CH2:9][C:10]2[CH:15]=[CH:14][C:13]([C:16]3[C:17]([C:22]#[N:23])=[CH:18][CH:19]=[CH:20][CH:21]=3)=[CH:12][C:11]=2[F:24])[C:5]([CH2:25][CH2:26][CH3:27])=[N:4][C:3]=1[CH2:28][CH3:29].[CH:30]([O:33][C:34]1[C:39](B(O)O)=[CH:38][CH:37]=[CH:36][N:35]=1)([CH3:32])[CH3:31].C(=O)([O-])[O-].[Cs+].[Cs+], predict the reaction product. The product is: [CH2:28]([C:3]1[N:4]=[C:5]([CH2:25][CH2:26][CH3:27])[N:6]([CH2:9][C:10]2[CH:15]=[CH:14][C:13]([C:16]3[C:17]([C:22]#[N:23])=[CH:18][CH:19]=[CH:20][CH:21]=3)=[CH:12][C:11]=2[F:24])[C:7](=[O:8])[C:2]=1[C:37]1[CH:36]=[N:35][C:34]([O:33][CH:30]([CH3:32])[CH3:31])=[CH:39][CH:38]=1)[CH3:29]. (3) Given the reactants [CH3:1][O:2][CH:3](OC)[C:4]1[CH:9]=[CH:8][CH:7]=[CH:6][CH:5]=1.C([Cl:15])(=O)C, predict the reaction product. The product is: [CH3:1][O:2][CH:3]([Cl:15])[C:4]1[CH:9]=[CH:8][CH:7]=[CH:6][CH:5]=1. (4) Given the reactants [NH2:1][C@@H:2]1[C@H:7]([NH:8][C:9]2[N:14]=[C:13](Cl)[C:12]3[C:16](=[O:30])[N:17]([CH2:19][C:20]4[CH:25]=[CH:24][C:23]([O:26][CH3:27])=[CH:22][C:21]=4[O:28][CH3:29])[CH2:18][C:11]=3[C:10]=2[F:31])[CH2:6][CH2:5][O:4][CH2:3]1.[N:32]1[N:36]2[CH:37]=[CH:38][CH:39]=[CH:40][C:35]2=[C:34](B(O)O)[CH:33]=1.C([O-])(O)=O.[Na+], predict the reaction product. The product is: [NH2:1][C@@H:2]1[C@H:7]([NH:8][C:9]2[N:14]=[C:13]([C:34]3[CH:33]=[N:32][N:36]4[CH:37]=[CH:38][CH:39]=[CH:40][C:35]=34)[C:12]3[C:16](=[O:30])[N:17]([CH2:19][C:20]4[CH:25]=[CH:24][C:23]([O:26][CH3:27])=[CH:22][C:21]=4[O:28][CH3:29])[CH2:18][C:11]=3[C:10]=2[F:31])[CH2:6][CH2:5][O:4][CH2:3]1. (5) Given the reactants [CH3:1][N:2]1[C:6](=[O:7])[CH2:5][NH:4][C:3]1=[O:8].[CH3:9][C:10]1[CH:17]=[CH:16][C:13]([CH:14]=O)=[CH:12][CH:11]=1.N1CCCCC1.C(O)(=O)C, predict the reaction product. The product is: [CH3:9][C:10]1[CH:17]=[CH:16][C:13]([CH:14]=[C:5]2[NH:4][C:3](=[O:8])[N:2]([CH3:1])[C:6]2=[O:7])=[CH:12][CH:11]=1. (6) Given the reactants [H-].[Al+3].[Li+].[H-].[H-].[H-].[Cl:7][C:8]1[CH:13]=[CH:12][C:11]([C:14]2[O:18][CH:17]=[N:16][C:15]=2[C:19](OC)=[O:20])=[CH:10][CH:9]=1.O.[OH-].[Na+], predict the reaction product. The product is: [Cl:7][C:8]1[CH:9]=[CH:10][C:11]([C:14]2[O:18][CH:17]=[N:16][C:15]=2[CH2:19][OH:20])=[CH:12][CH:13]=1.